From a dataset of Reaction yield outcomes from USPTO patents with 853,638 reactions. Predict the reaction yield, written as a fraction of the theoretical maximum amount of product (1.0 means a 100% yield; for example, 0.34 means a 34% yield). (1) The reactants are [F:1][C:2]1[CH:7]=[CH:6][C:5]([OH:8])=[CH:4][CH:3]=1.[C:9](O)([CH3:12])([CH3:11])[CH3:10].S(=O)(=O)(O)O. The catalyst is C(Cl)Cl. The product is [C:9]([C:6]1[CH:7]=[C:2]([F:1])[CH:3]=[CH:4][C:5]=1[OH:8])([CH3:12])([CH3:11])[CH3:10]. The yield is 0.420. (2) The reactants are [Br:1][C:2]1[CH:7]=[CH:6][C:5]([C@H:8]([NH2:10])[CH3:9])=[CH:4][CH:3]=1.[C:11](O[C:11]([O:13][C:14]([CH3:17])([CH3:16])[CH3:15])=[O:12])([O:13][C:14]([CH3:17])([CH3:16])[CH3:15])=[O:12]. No catalyst specified. The product is [Br:1][C:2]1[CH:7]=[CH:6][C:5]([C@H:8]([NH:10][C:11](=[O:12])[O:13][C:14]([CH3:17])([CH3:16])[CH3:15])[CH3:9])=[CH:4][CH:3]=1. The yield is 0.860. (3) The reactants are [C:1]([O:5][C:6](=[O:28])[NH:7][C:8]1[C:17]([CH3:18])=[C:16]2[C:11]([CH2:12][CH2:13][C@@H:14]([C:19]([CH3:27])([CH3:26])[O:20][SiH2:21][C:22]([CH3:25])([CH3:24])[CH3:23])[O:15]2)=[CH:10][CH:9]=1)([CH3:4])([CH3:3])[CH3:2].[CH:29]([Li])([CH2:31]C)[CH3:30].C(Br)C=C. The catalyst is O1CCCC1.N1C2C(=CC=C3C=2N=CC=C3)C=CC=1. The product is [C:1]([O:5][C:6](=[O:28])[NH:7][C:8]1[C:17]([CH2:18][CH2:31][CH:29]=[CH2:30])=[C:16]2[C:11]([CH2:12][CH2:13][C@@H:14]([C:19]([CH3:27])([CH3:26])[O:20][SiH2:21][C:22]([CH3:25])([CH3:24])[CH3:23])[O:15]2)=[CH:10][CH:9]=1)([CH3:3])([CH3:4])[CH3:2]. The yield is 0.850. (4) The reactants are [Cl:1][C:2]1[C:3]([F:19])=[C:4]([CH:16]=[CH:17][CH:18]=1)[CH2:5][NH:6][C:7](=[NH:15])[CH:8](OCC)OCC.S(=O)(=O)(O)O. No catalyst specified. The product is [Cl:1][C:2]1[C:3]([F:19])=[C:4]2[C:16]([CH:8]=[C:7]([NH2:15])[N:6]=[CH:5]2)=[CH:17][CH:18]=1. The yield is 0.880. (5) The reactants are CCN(C(C)C)C(C)C.[CH:10]1([N:15]2[CH:19]=[C:18]([C:20]([OH:22])=O)[N:17]=[N:16]2)[CH2:14][CH2:13][CH2:12][CH2:11]1.C1C=CC2N(O)N=NC=2C=1.CCN=C=NCCCN(C)C.Cl.[NH2:45][CH2:46][C:47]([N:49]1[CH2:54][CH2:53][N:52]([C:55](=[O:65])[C:56]2[CH:61]=[C:60]([F:62])[C:59]([F:63])=[C:58]([F:64])[CH:57]=2)[CH2:51][CH2:50]1)=[O:48].FC1C=C(C=C(F)C=1F)C(O)=O. The catalyst is CN(C=O)C.O. The product is [O:48]=[C:47]([N:49]1[CH2:54][CH2:53][N:52]([C:55](=[O:65])[C:56]2[CH:57]=[C:58]([F:64])[C:59]([F:63])=[C:60]([F:62])[CH:61]=2)[CH2:51][CH2:50]1)[CH2:46][NH:45][C:20]([C:18]1[N:17]=[N:16][N:15]([CH:10]2[CH2:11][CH2:12][CH2:13][CH2:14]2)[CH:19]=1)=[O:22]. The yield is 0.730. (6) The reactants are [CH3:1][O:2][CH:3]1[CH2:8][CH2:7][N:6]([C:9]2[CH:18]=[CH:17][CH:16]=[C:15]3[C:10]=2[CH2:11][CH2:12][NH:13][CH2:14]3)[CH2:5][CH2:4]1.C1C2C(=CC=CC=2)CCN=1. No catalyst specified. The product is [CH3:1][O:2][CH:3]1[CH2:8][CH2:7][N:6]([C:9]2[CH:18]=[CH:17][CH:16]=[C:15]3[C:10]=2[CH2:11][CH2:12][N:13]=[CH:14]3)[CH2:5][CH2:4]1. The yield is 1.00. (7) The product is [OH:15][CH2:14][C:11]1[CH:10]=[N:9][C:8]([NH:7][C:1]2[CH:2]=[CH:3][CH:4]=[CH:5][CH:6]=2)=[N:13][CH:12]=1. The yield is 0.790. The reactants are [C:1]1([NH:7][C:8]2[N:13]=[CH:12][C:11]([C:14](OCC)=[O:15])=[CH:10][N:9]=2)[CH:6]=[CH:5][CH:4]=[CH:3][CH:2]=1.[H-].C([Al+]CC(C)C)C(C)C.C1(C)C=CC=CC=1.C(OCC)(=O)C. The catalyst is C1(C)C=CC=CC=1. (8) The reactants are [F:1][C:2]1[CH:7]=[CH:6][C:5]([CH3:8])=[CH:4][C:3]=1[NH:9][C:10]1[N:15]2[N:16]=[CH:17][C:18]([C:19]([OH:21])=O)=[C:14]2[N:13]=[CH:12][C:11]=1[C:22]([N:24]1[CH2:29][CH2:28][C:27]([F:36])([C:30]2[CH:35]=[CH:34][CH:33]=[CH:32][CH:31]=2)[CH2:26][CH2:25]1)=[O:23].[CH2:37]([S:39]([NH2:42])(=[O:41])=[O:40])[CH3:38]. No catalyst specified. The product is [F:1][C:2]1[CH:7]=[CH:6][C:5]([CH3:8])=[CH:4][C:3]=1[NH:9][C:10]1[N:15]2[N:16]=[CH:17][C:18]([C:19]([NH:42][S:39]([CH2:37][CH3:38])(=[O:41])=[O:40])=[O:21])=[C:14]2[N:13]=[CH:12][C:11]=1[C:22]([N:24]1[CH2:25][CH2:26][C:27]([F:36])([C:30]2[CH:31]=[CH:32][CH:33]=[CH:34][CH:35]=2)[CH2:28][CH2:29]1)=[O:23]. The yield is 0.430. (9) The reactants are [Br:1][C:2]1[CH:7]=[CH:6][CH:5]=[C:4]([Br:8])[C:3]=1[Cl:9].[B:10]1([B:10]2[O:14][C:13]([CH3:16])([CH3:15])[C:12]([CH3:18])([CH3:17])[O:11]2)[O:14][C:13]([CH3:16])([CH3:15])[C:12]([CH3:18])([CH3:17])[O:11]1.CC(=O)OCC. The catalyst is CCCCCCC.[Ir].C1CCC=CCCC=1.C(C1C=CC=C(C(C)C)C=1N=CC1C=CC=CN=1)(C)C. The product is [Br:1][C:2]1[CH:7]=[C:6]([B:10]2[O:14][C:13]([CH3:16])([CH3:15])[C:12]([CH3:18])([CH3:17])[O:11]2)[CH:5]=[C:4]([Br:8])[C:3]=1[Cl:9]. The yield is 0.670. (10) The reactants are Cl[C:2]1[N:3]=[C:4]([O:11][C:12]2[C:17]([CH3:18])=[CH:16][C:15]([CH3:19])=[CH:14][C:13]=2[CH3:20])[C:5]2[S:10][CH:9]=[CH:8][C:6]=2[N:7]=1.C(O)(C(F)(F)F)=O.[NH2:28][C:29]1[CH:36]=[CH:35][C:32]([C:33]#[N:34])=[CH:31][CH:30]=1. The catalyst is C(OCC)(=O)C. The product is [C:13]1([CH3:20])[CH:14]=[C:15]([CH3:19])[CH:16]=[C:17]([CH3:18])[C:12]=1[O:11][C:4]1[C:5]2[S:10][CH:9]=[CH:8][C:6]=2[N:7]=[C:2]([NH:28][C:29]2[CH:36]=[CH:35][C:32]([C:33]#[N:34])=[CH:31][CH:30]=2)[N:3]=1. The yield is 0.630.